This data is from Forward reaction prediction with 1.9M reactions from USPTO patents (1976-2016). The task is: Predict the product of the given reaction. Given the reactants [CH3:1][C:2]1[CH:11]=[CH:10][CH:9]=[C:8]2[C:3]=1[C:4](Cl)=[N:5][C:6](Cl)=[N:7]2.[NH2:14][C:15]1[CH:22]=[CH:21][C:18]([CH2:19][NH2:20])=[CH:17][CH:16]=1.[F:23][C:24]1[CH:25]=[C:26]([CH:30]=[CH:31][C:32]=1[F:33])[C:27](Cl)=[O:28].[CH3:34][NH2:35], predict the reaction product. The product is: [F:23][C:24]1[CH:25]=[C:26]([CH:30]=[CH:31][C:32]=1[F:33])[C:27]([NH:14][C:15]1[CH:22]=[CH:21][C:18]([CH2:19][NH:20][C:4]2[C:3]3[C:8](=[CH:9][CH:10]=[CH:11][C:2]=3[CH3:1])[N:7]=[C:6]([NH:35][CH3:34])[N:5]=2)=[CH:17][CH:16]=1)=[O:28].